Dataset: Catalyst prediction with 721,799 reactions and 888 catalyst types from USPTO. Task: Predict which catalyst facilitates the given reaction. (1) Reactant: [C:1]([CH2:3]P(=O)(OCC)OCC)#[N:2].CC(C)([O-])C.[K+].[CH2:18]1[C:21]2([CH2:24][C:23](=O)[CH2:22]2)[CH2:20][O:19]1. Product: [CH2:18]1[C:21]2([CH2:24][C:23](=[CH:3][C:1]#[N:2])[CH2:22]2)[CH2:20][O:19]1. The catalyst class is: 1. (2) Reactant: Cl.[F:2][C:3]1[CH:8]=[CH:7][C:6]([C:9]2[C:13]3[N:14]=[CH:15][N:16]([CH2:19][C:20]4([OH:26])[CH2:25][CH2:24][NH:23][CH2:22][CH2:21]4)[C:17](=[O:18])[C:12]=3[S:11][CH:10]=2)=[CH:5][CH:4]=1.[CH3:27][O:28][C:29]1[CH:37]=[CH:36][C:32]([C:33](O)=[O:34])=[CH:31][CH:30]=1.CN(C(ON1N=NC2C=CC=NC1=2)=[N+](C)C)C.F[P-](F)(F)(F)(F)F.C(N(CC)CC)C. Product: [F:2][C:3]1[CH:4]=[CH:5][C:6]([C:9]2[C:13]3[N:14]=[CH:15][N:16]([CH2:19][C:20]4([OH:26])[CH2:25][CH2:24][N:23]([C:33](=[O:34])[C:32]5[CH:36]=[CH:37][C:29]([O:28][CH3:27])=[CH:30][CH:31]=5)[CH2:22][CH2:21]4)[C:17](=[O:18])[C:12]=3[S:11][CH:10]=2)=[CH:7][CH:8]=1. The catalyst class is: 399. (3) Reactant: Cl[C:2]1[N:7]=[C:6]([NH2:8])[CH:5]=[CH:4][N:3]=1.[CH:9]1([N:14]2[CH2:19][CH2:18][NH:17][CH2:16][CH2:15]2)[CH2:13][CH2:12][CH2:11][CH2:10]1. Product: [CH:9]1([N:14]2[CH2:15][CH2:16][N:17]([C:2]3[N:7]=[C:6]([NH2:8])[CH:5]=[CH:4][N:3]=3)[CH2:18][CH2:19]2)[CH2:10][CH2:11][CH2:12][CH2:13]1. The catalyst class is: 3. (4) Reactant: [CH:1]1([CH2:4][O:5][C:6]2[CH:31]=[CH:30][C:9]([CH2:10][N:11]3[CH2:20][CH2:19][C:18]4[C:13](=[CH:14][CH:15]=[C:16](OS(C(F)(F)F)(=O)=O)[CH:17]=4)[C:12]3=[O:29])=[CH:8][CH:7]=2)[CH2:3][CH2:2]1.C1(P(C2C=CC=CC=2)CCCP(C2C=CC=CC=2)C2C=CC=CC=2)C=CC=CC=1.[CH:61]([O:63]CCCC)=[CH2:62].Cl.C(=O)(O)[O-].[Na+]. Product: [C:61]([C:16]1[CH:17]=[C:18]2[C:13](=[CH:14][CH:15]=1)[C:12](=[O:29])[N:11]([CH2:10][C:9]1[CH:8]=[CH:7][C:6]([O:5][CH2:4][CH:1]3[CH2:2][CH2:3]3)=[CH:31][CH:30]=1)[CH2:20][CH2:19]2)(=[O:63])[CH3:62]. The catalyst class is: 274.